Dataset: Forward reaction prediction with 1.9M reactions from USPTO patents (1976-2016). Task: Predict the product of the given reaction. Given the reactants [Cl:1][C:2]1[CH:3]=[CH:4][C:5]([OH:23])=[C:6]([CH:22]=1)[C:7]([NH:9][C@H:10]([C:12]1[CH:21]=[CH:20][C:15]([C:16]([O:18][CH3:19])=[O:17])=[CH:14][CH:13]=1)[CH3:11])=[O:8].[CH3:24][O:25][CH:26]([C:29]1[CH:34]=[CH:33][CH:32]=[CH:31][CH:30]=1)[CH2:27]O, predict the reaction product. The product is: [Cl:1][C:2]1[CH:3]=[CH:4][C:5]([O:23][CH2:27][CH:26]([O:25][CH3:24])[C:29]2[CH:34]=[CH:33][CH:32]=[CH:31][CH:30]=2)=[C:6]([CH:22]=1)[C:7]([NH:9][C@H:10]([C:12]1[CH:21]=[CH:20][C:15]([C:16]([O:18][CH3:19])=[O:17])=[CH:14][CH:13]=1)[CH3:11])=[O:8].